Dataset: Peptide-MHC class I binding affinity with 185,985 pairs from IEDB/IMGT. Task: Regression. Given a peptide amino acid sequence and an MHC pseudo amino acid sequence, predict their binding affinity value. This is MHC class I binding data. The peptide sequence is ETIQKDINIT. The MHC is HLA-A68:02 with pseudo-sequence HLA-A68:02. The binding affinity (normalized) is 0.609.